This data is from Forward reaction prediction with 1.9M reactions from USPTO patents (1976-2016). The task is: Predict the product of the given reaction. (1) Given the reactants [OH:1][NH:2][C:3](=[NH:14])[C:4]1[CH:9]=[CH:8][CH:7]=[C:6]([S:10](=[O:13])(=[O:12])[NH2:11])[CH:5]=1.[CH3:15][C:16]1[CH:21]=[C:20]([C:22]2[CH:27]=[CH:26][C:25]([C:28]([F:31])([F:30])[F:29])=[CH:24][CH:23]=2)[N:19]=[C:18]([C:32](O)=O)[N:17]=1, predict the reaction product. The product is: [CH3:15][C:16]1[CH:21]=[C:20]([C:22]2[CH:23]=[CH:24][C:25]([C:28]([F:31])([F:29])[F:30])=[CH:26][CH:27]=2)[N:19]=[C:18]([C:32]2[O:1][N:2]=[C:3]([C:4]3[CH:5]=[C:6]([S:10]([NH2:11])(=[O:12])=[O:13])[CH:7]=[CH:8][CH:9]=3)[N:14]=2)[N:17]=1. (2) Given the reactants [C:1]([C:3]1[CH:8]=[CH:7][C:6]([CH2:9][CH2:10][O:11][CH2:12][CH2:13]O)=[CH:5][CH:4]=1)#[N:2].C1(P(C2C=CC=CC=2)C2C=CC=CC=2)C=CC=CC=1.C(Br)(Br)(Br)[Br:35], predict the reaction product. The product is: [Br:35][CH2:13][CH2:12][O:11][CH2:10][CH2:9][C:6]1[CH:7]=[CH:8][C:3]([C:1]#[N:2])=[CH:4][CH:5]=1. (3) Given the reactants [CH3:1][C:2]1([CH3:11])[N:6]2[C:7](=[O:10])[CH2:8][CH2:9][C@H:5]2[CH2:4][O:3]1.[Li+].[CH3:13][CH:14]([N-]C(C)C)C.BrCC, predict the reaction product. The product is: [CH2:13]([CH:8]1[C:7](=[O:10])[N:6]2[C:2]([CH3:11])([CH3:1])[O:3][CH2:4][C@@H:5]2[CH2:9]1)[CH3:14]. (4) Given the reactants C(=O)([O-])[O-].[Cs+].[Cs+].[CH2:7]([O:14][C:15](=[O:24])[CH2:16][C:17]1[CH:22]=[CH:21][CH:20]=[CH:19][C:18]=1[OH:23])[C:8]1[CH:13]=[CH:12][CH:11]=[CH:10][CH:9]=1.Cl.[CH2:26]([N:28]([CH2:31][CH2:32]Cl)[CH2:29][CH3:30])[CH3:27], predict the reaction product. The product is: [CH2:7]([O:14][C:15](=[O:24])[CH2:16][C:17]1[CH:22]=[CH:21][CH:20]=[CH:19][C:18]=1[O:23][CH2:27][CH2:26][N:28]([CH2:31][CH3:32])[CH2:29][CH3:30])[C:8]1[CH:9]=[CH:10][CH:11]=[CH:12][CH:13]=1. (5) Given the reactants [H-].[Na+].[CH2:3]([OH:10])[C:4]1[CH:9]=[CH:8][CH:7]=[CH:6][CH:5]=1.O(CC1C=CC=CC=1)[Na].[C:20]([O:26][CH2:27][C@H:28]([C:34]1[C:43]([CH3:44])=[CH:42][C:37]2[N:38]=[C:39](Cl)[S:40][C:36]=2[C:35]=1[Br:45])[O:29][C:30]([CH3:33])([CH3:32])[CH3:31])(=[O:25])[C:21]([CH3:24])([CH3:23])[CH3:22], predict the reaction product. The product is: [C:20]([O:26][CH2:27][C@H:28]([C:34]1[C:43]([CH3:44])=[CH:42][C:37]2[N:38]=[C:39]([O:10][CH2:3][C:4]3[CH:9]=[CH:8][CH:7]=[CH:6][CH:5]=3)[S:40][C:36]=2[C:35]=1[Br:45])[O:29][C:30]([CH3:33])([CH3:32])[CH3:31])(=[O:25])[C:21]([CH3:24])([CH3:23])[CH3:22]. (6) The product is: [Cl:1][C:2]1[C:10]2[N:9]=[C:8]([C:11]([F:14])([F:12])[F:13])[N:7]([CH2:15][C:16]([F:17])([F:18])[F:19])[C:6]=2[CH:5]=[CH:4][C:3]=1[OH:20]. Given the reactants [Cl:1][C:2]1[C:10]2[N:9]=[C:8]([C:11]([F:14])([F:13])[F:12])[N:7]([CH2:15][C:16]([F:19])([F:18])[F:17])[C:6]=2[CH:5]=[CH:4][C:3]=1[O:20]C.B(Br)(Br)Br, predict the reaction product. (7) Given the reactants [Cl:1][C:2]1[CH:7]=[CH:6][C:5]([C:8]2[CH:9]=[C:10]3[C:25](=[O:26])[CH2:24][C:23]([CH3:28])([CH3:27])[O:22][C:11]3=[N:12][C:13]=2[C:14]2[CH:19]=[CH:18][C:17]([Cl:20])=[CH:16][C:15]=2[Cl:21])=[CH:4][CH:3]=1.C=O.N1CCC[CH2:32]1.[BH4-].[Na+], predict the reaction product. The product is: [Cl:1][C:2]1[CH:3]=[CH:4][C:5]([C:8]2[CH:9]=[C:10]3[CH:25]([OH:26])[CH:24]([CH3:32])[C:23]([CH3:28])([CH3:27])[O:22][C:11]3=[N:12][C:13]=2[C:14]2[CH:19]=[CH:18][C:17]([Cl:20])=[CH:16][C:15]=2[Cl:21])=[CH:6][CH:7]=1. (8) Given the reactants [C:1]1([S:7]([OH:10])(=[O:9])=[O:8])[CH:6]=[CH:5][CH:4]=[CH:3][CH:2]=1.[C:11]([C:13]1[CH:18]=[CH:17][CH:16]=[CH:15][C:14]=1[C:19]1[C:20](=[O:37])[N:21]([C:31]2[CH:36]=[CH:35][CH:34]=[CH:33][CH:32]=2)[CH:22]=[C:23]([C:25]2[CH:30]=[CH:29][CH:28]=[CH:27][N:26]=2)[CH:24]=1)#[N:12].CC(C)=O, predict the reaction product. The product is: [C:1]1([S:7]([OH:10])(=[O:9])=[O:8])[CH:6]=[CH:5][CH:4]=[CH:3][CH:2]=1.[C:11]([C:13]1[CH:18]=[CH:17][CH:16]=[CH:15][C:14]=1[C:19]1[C:20](=[O:37])[N:21]([C:31]2[CH:36]=[CH:35][CH:34]=[CH:33][CH:32]=2)[CH:22]=[C:23]([C:25]2[CH:30]=[CH:29][CH:28]=[CH:27][N:26]=2)[CH:24]=1)#[N:12]. (9) Given the reactants C1(O[C:8](=[O:25])[NH:9][C:10]2[CH:11]=[N:12][CH:13]=[C:14]([C:16]#[C:17][C:18]3[CH:19]=[N:20][C:21]([NH2:24])=[N:22][CH:23]=3)[CH:15]=2)C=CC=CC=1.[N:26]1([C:32]2[CH:39]=[CH:38][CH:37]=[CH:36][C:33]=2[CH2:34][NH2:35])[CH2:31][CH2:30][CH2:29][CH2:28][CH2:27]1.C(N(CC)CC)C, predict the reaction product. The product is: [NH2:24][C:21]1[N:22]=[CH:23][C:18]([C:17]#[C:16][C:14]2[CH:15]=[C:10]([NH:9][C:8]([NH:35][CH2:34][C:33]3[CH:36]=[CH:37][CH:38]=[CH:39][C:32]=3[N:26]3[CH2:31][CH2:30][CH2:29][CH2:28][CH2:27]3)=[O:25])[CH:11]=[N:12][CH:13]=2)=[CH:19][N:20]=1.